Dataset: Forward reaction prediction with 1.9M reactions from USPTO patents (1976-2016). Task: Predict the product of the given reaction. (1) Given the reactants [F:1][C:2]1[CH:3]=[C:4]([N:8]=[C:9]=[O:10])[CH:5]=[CH:6][CH:7]=1.[NH2:11][C:12]1[C:13]([F:43])=[CH:14][C:15]([F:42])=[C:16]([C:18]2[C:19](=[O:41])[N:20]([CH2:39][CH3:40])[C:21]3[C:26]([CH:27]=2)=[CH:25][N:24]=[C:23]([N:28]([CH2:30][C:31]2[CH:36]=[CH:35][C:34]([O:37][CH3:38])=[CH:33][CH:32]=2)[CH3:29])[CH:22]=3)[CH:17]=1.[N-]=C=O, predict the reaction product. The product is: [CH3:38][O:37][C:34]1[CH:33]=[CH:32][C:31]([CH2:30][N:28]([CH3:29])[C:23]2[CH:22]=[C:21]3[C:26]([CH:27]=[C:18]([C:16]4[C:15]([F:42])=[CH:14][C:13]([F:43])=[C:12]([NH:11][C:9]([NH:8][C:4]5[CH:5]=[CH:6][CH:7]=[C:2]([F:1])[CH:3]=5)=[O:10])[CH:17]=4)[C:19](=[O:41])[N:20]3[CH2:39][CH3:40])=[CH:25][N:24]=2)=[CH:36][CH:35]=1. (2) Given the reactants [F:1][C:2]([F:13])([F:12])[C:3]1[CH:4]=[C:5](B(O)O)[CH:6]=[CH:7][CH:8]=1.[Cl:14][C:15]1[CH:16]=[C:17]([CH2:21][N:22]2[CH:26]=[CH:25][N:24]=[C:23]2[CH3:27])[N:18]=[N:19][CH:20]=1, predict the reaction product. The product is: [ClH:14].[CH3:27][C:23]1[N:22]([CH2:21][C:17]2[N:18]=[N:19][CH:20]=[C:15]([C:5]3[CH:6]=[CH:7][CH:8]=[C:3]([C:2]([F:13])([F:12])[F:1])[CH:4]=3)[CH:16]=2)[CH:26]=[CH:25][N:24]=1.